From a dataset of NCI-60 drug combinations with 297,098 pairs across 59 cell lines. Regression. Given two drug SMILES strings and cell line genomic features, predict the synergy score measuring deviation from expected non-interaction effect. Drug 1: C1CN1P(=S)(N2CC2)N3CC3. Drug 2: CC1=C(C=C(C=C1)NC(=O)C2=CC=C(C=C2)CN3CCN(CC3)C)NC4=NC=CC(=N4)C5=CN=CC=C5. Cell line: ACHN. Synergy scores: CSS=36.6, Synergy_ZIP=-0.0829, Synergy_Bliss=-3.35, Synergy_Loewe=-1.97, Synergy_HSA=-3.96.